Dataset: Full USPTO retrosynthesis dataset with 1.9M reactions from patents (1976-2016). Task: Predict the reactants needed to synthesize the given product. (1) Given the product [CH3:34][O:35][C:36]1[CH:37]=[C:38](/[C:39](=[CH:32]/[C:30]2[S:31][C:27]([N:24]3[CH2:23][CH2:22][N:21]([CH2:20][CH2:19][OH:18])[CH2:26][CH2:25]3)=[CH:28][CH:29]=2)/[C:40]#[N:41])[CH:42]=[CH:43][C:44]=1[O:45][CH3:46], predict the reactants needed to synthesize it. The reactants are: N1(CCO)CCNCC1.BrC1SC(C=O)=CC=1.[OH:18][CH2:19][CH2:20][N:21]1[CH2:26][CH2:25][N:24]([C:27]2[S:31][C:30]([CH:32]=O)=[CH:29][CH:28]=2)[CH2:23][CH2:22]1.[CH3:34][O:35][C:36]1[CH:37]=[C:38]([CH:42]=[CH:43][C:44]=1[O:45][CH3:46])[CH2:39][C:40]#[N:41]. (2) Given the product [CH3:20][O:19][C:16]1[CH:15]=[CH:14][C:13]([CH2:12][N:4]2[CH:5]=[C:6]([C:7]([O:9][CH2:10][CH3:11])=[O:8])[C:2]([NH:1][CH2:27][C:24]3[CH:25]=[CH:26][N:22]([CH3:21])[N:23]=3)=[N:3]2)=[CH:18][CH:17]=1, predict the reactants needed to synthesize it. The reactants are: [NH2:1][C:2]1[C:6]([C:7]([O:9][CH2:10][CH3:11])=[O:8])=[CH:5][N:4]([CH2:12][C:13]2[CH:18]=[CH:17][C:16]([O:19][CH3:20])=[CH:15][CH:14]=2)[N:3]=1.[CH3:21][N:22]1[CH:26]=[CH:25][C:24]([CH:27]=O)=[N:23]1.CC(O)=O.[BH-](OC(C)=O)(OC(C)=O)OC(C)=O.[Na+].